From a dataset of Forward reaction prediction with 1.9M reactions from USPTO patents (1976-2016). Predict the product of the given reaction. (1) Given the reactants [NH:1]1[C:5]([C:6]2[CH:14]=[CH:13][C:9]([C:10]([O-])=[O:11])=[CH:8][CH:7]=2)=[N:4][N:3]=[N:2]1.O.[NH2:16][NH2:17], predict the reaction product. The product is: [NH:1]1[C:5]([C:6]2[CH:14]=[CH:13][C:9]([C:10]([NH:16][NH2:17])=[O:11])=[CH:8][CH:7]=2)=[N:4][N:3]=[N:2]1. (2) Given the reactants [Cl:1][C:2]1[CH:7]=[CH:6][CH:5]=[CH:4][C:3]=1[O:8]CC=C.[C:12]1(C)[CH:17]=C(C)C=C(C)[CH:13]=1, predict the reaction product. The product is: [Cl:1][C:2]1[CH:7]=[CH:6][CH:5]=[C:4]([CH2:17][CH:12]=[CH2:13])[C:3]=1[OH:8].